This data is from Forward reaction prediction with 1.9M reactions from USPTO patents (1976-2016). The task is: Predict the product of the given reaction. (1) The product is: [CH3:14][O:15][C:16]1[N:17]=[C:18]2[C:23](=[CH:24][CH:25]=1)[N:22]=[CH:21][CH:20]=[C:19]2[N:26]1[CH:34]=[C:33]2[C:28]([CH2:29][CH2:30][CH:31]([NH:35][C:11]([C:9]3[CH:8]=[CH:7][C:6]4[O:1][CH2:2][CH2:3][O:4][C:5]=4[CH:10]=3)=[O:13])[CH2:32]2)=[N:27]1. Given the reactants [O:1]1[C:6]2[CH:7]=[CH:8][C:9]([C:11]([OH:13])=O)=[CH:10][C:5]=2[O:4][CH2:3][CH2:2]1.[CH3:14][O:15][C:16]1[N:17]=[C:18]2[C:23](=[CH:24][CH:25]=1)[N:22]=[CH:21][CH:20]=[C:19]2[N:26]1[CH:34]=[C:33]2[C:28]([CH2:29][CH2:30][CH:31]([NH2:35])[CH2:32]2)=[N:27]1.C1C=CC2N(O)N=NC=2C=1.C(Cl)CCl, predict the reaction product. (2) Given the reactants [BH4-].[Na+].[F:3][C:4]1[CH:5]=[C:6]([CH:9]=[CH:10][C:11]=1[O:12][C:13]1[CH:18]=[CH:17][N:16]=[C:15]([C:19]([F:22])([F:21])[F:20])[CH:14]=1)[CH:7]=[O:8], predict the reaction product. The product is: [F:3][C:4]1[CH:5]=[C:6]([CH2:7][OH:8])[CH:9]=[CH:10][C:11]=1[O:12][C:13]1[CH:18]=[CH:17][N:16]=[C:15]([C:19]([F:20])([F:21])[F:22])[CH:14]=1. (3) Given the reactants [O:1]=[C:2]1[CH2:5][CH:4]([C:6](O)=O)[CH2:3]1.CCN(C(C)C)C(C)C.CN(C(ON1N=NC2C=CC=NC1=2)=[N+](C)C)C.F[P-](F)(F)(F)(F)F.[CH3:42][NH:43][C:44]1[C:45]([NH2:50])=[CH:46][CH:47]=[CH:48][CH:49]=1, predict the reaction product. The product is: [CH3:42][N:43]1[C:44]2[CH:49]=[CH:48][CH:47]=[CH:46][C:45]=2[N:50]=[C:6]1[CH:4]1[CH2:5][C:2](=[O:1])[CH2:3]1. (4) The product is: [CH3:16][N:14]1[CH:15]=[C:11]([C:9]2[NH:8][C:4]3[N:5]=[CH:6][N:7]=[C:2]([C:29]4[CH:30]=[CH:31][C:24]([O:23][CH:20]5[CH2:21][CH2:22][O:17][CH2:18][CH2:19]5)=[C:25]([CH:28]=4)[C:26]#[N:27])[C:3]=3[CH:10]=2)[CH:12]=[N:13]1. Given the reactants Cl[C:2]1[C:3]2[CH:10]=[C:9]([C:11]3[CH:12]=[N:13][N:14]([CH3:16])[CH:15]=3)[NH:8][C:4]=2[N:5]=[CH:6][N:7]=1.[O:17]1[CH2:22][CH2:21][CH:20]([O:23][C:24]2[CH:31]=[CH:30][C:29](B3OC(C)(C)C(C)(C)O3)=[CH:28][C:25]=2[C:26]#[N:27])[CH2:19][CH2:18]1.C([O-])([O-])=O.[Na+].[Na+].C(#N)C.O, predict the reaction product.